From a dataset of Forward reaction prediction with 1.9M reactions from USPTO patents (1976-2016). Predict the product of the given reaction. Given the reactants [C:1]([C:5]1[CH:9]=[C:8]([NH:10][C:11]([NH:13][C:14]2[CH:19]=[CH:18][CH:17]=[C:16]([Cl:20])[C:15]=2[Cl:21])=[O:12])[N:7]([C:22]2[CH:31]=[C:30]3[C:25]([CH2:26][C@@H:27]([C:39]([O:41]C)=O)[N:28]([C:32]([O:34][C:35]([CH3:38])([CH3:37])[CH3:36])=[O:33])[CH2:29]3)=[CH:24][CH:23]=2)[N:6]=1)([CH3:4])([CH3:3])[CH3:2].CC(OC(OC(OC(C)(C)C)=O)=O)(C)C.[NH3:58].CO, predict the reaction product. The product is: [C:1]([C:5]1[CH:9]=[C:8]([NH:10][C:11]([NH:13][C:14]2[CH:19]=[CH:18][CH:17]=[C:16]([Cl:20])[C:15]=2[Cl:21])=[O:12])[N:7]([C:22]2[CH:31]=[C:30]3[C:25]([CH2:26][C@@H:27]([C:39](=[O:41])[NH2:58])[N:28]([C:32]([O:34][C:35]([CH3:36])([CH3:38])[CH3:37])=[O:33])[CH2:29]3)=[CH:24][CH:23]=2)[N:6]=1)([CH3:3])([CH3:4])[CH3:2].